Task: Predict the reactants needed to synthesize the given product.. Dataset: Full USPTO retrosynthesis dataset with 1.9M reactions from patents (1976-2016) Given the product [CH2:1]([O:8][C:9]([C:11]1[C:19]2[C:14](=[CH:15][CH:16]=[C:17](/[CH:20]=[CH:21]\[CH2:22][N:23]([CH3:25])[CH3:24])[CH:18]=2)[NH:13][C:12]=1[CH3:26])=[O:10])[C:2]1[CH:7]=[CH:6][CH:5]=[CH:4][CH:3]=1, predict the reactants needed to synthesize it. The reactants are: [CH2:1]([O:8][C:9]([C:11]1[C:19]2[C:14](=[CH:15][CH:16]=[C:17]([C:20]#[C:21][CH2:22][N:23]([CH3:25])[CH3:24])[CH:18]=2)[NH:13][C:12]=1[CH3:26])=[O:10])[C:2]1[CH:7]=[CH:6][CH:5]=[CH:4][CH:3]=1.